This data is from Full USPTO retrosynthesis dataset with 1.9M reactions from patents (1976-2016). The task is: Predict the reactants needed to synthesize the given product. (1) Given the product [CH3:1][N:2]1[C:6]2=[N:7][C:8]([N:11]3[CH:16]=[CH:15][C:14]([O:17][CH2:18][C:19]4[CH:20]=[N:21][C:22]([C:25]([F:27])([F:26])[F:28])=[CH:23][CH:24]=4)=[CH:13][C:12]3=[O:29])=[CH:9][CH:10]=[C:5]2[C:4]2[CH2:30][NH:31][CH2:32][CH2:33][C:3]1=2, predict the reactants needed to synthesize it. The reactants are: [CH3:1][N:2]1[C:6]2=[N:7][C:8]([N:11]3[CH:16]=[CH:15][C:14]([O:17][CH2:18][C:19]4[CH:20]=[N:21][C:22]([C:25]([F:28])([F:27])[F:26])=[CH:23][CH:24]=4)=[CH:13][C:12]3=[O:29])=[CH:9][CH:10]=[C:5]2[C:4]2[CH2:30][N:31](C(OC(C)(C)C)=O)[CH2:32][CH2:33][C:3]1=2.Cl. (2) The reactants are: [N:1]1([C:7]2[CH:8]=[C:9]([N:19](C)[C:20]3[N:25]=[C:24]([NH:26][C:27]4[CH:35]=[CH:34][CH:33]=[C:32]5[C:28]=4[C:29]([CH3:45])=[N:30][N:31]5CC4C=CC(OC)=CC=4)[CH:23]=[CH:22][N:21]=3)[CH:10]=[C:11]([N:13]3[CH2:18][CH2:17][O:16][CH2:15][CH2:14]3)[CH:12]=2)[CH2:6][CH2:5][O:4][CH2:3][CH2:2]1.[C:47](O)(C(F)(F)F)=O. Given the product [N:13]1([C:11]2[CH:10]=[C:9]([NH:19][C:20]3[N:25]=[C:24]([N:26]([CH3:47])[C:27]4[CH:35]=[CH:34][CH:33]=[C:32]5[C:28]=4[C:29]([CH3:45])=[N:30][NH:31]5)[CH:23]=[CH:22][N:21]=3)[CH:8]=[C:7]([N:1]3[CH2:6][CH2:5][O:4][CH2:3][CH2:2]3)[CH:12]=2)[CH2:14][CH2:15][O:16][CH2:17][CH2:18]1, predict the reactants needed to synthesize it. (3) The reactants are: [CH2:1]([O:3][C@@H:4]([CH2:8][C:9]1[CH:14]=[CH:13][C:12]([O:15][CH2:16][CH2:17][CH2:18][CH2:19][C:20]2[CH:25]=[CH:24][C:23]([N+:26]([O-])=O)=[CH:22][CH:21]=2)=[CH:11][CH:10]=1)[C:5]([OH:7])=[O:6])[CH3:2]. Given the product [NH2:26][C:23]1[CH:22]=[CH:21][C:20]([CH2:19][CH2:18][CH2:17][CH2:16][O:15][C:12]2[CH:11]=[CH:10][C:9]([CH2:8][C@H:4]([O:3][CH2:1][CH3:2])[C:5]([OH:7])=[O:6])=[CH:14][CH:13]=2)=[CH:25][CH:24]=1, predict the reactants needed to synthesize it. (4) Given the product [Br:1][C:2]1[CH:27]=[CH:26][C:5]([CH2:6][C:7]23[CH2:12][CH2:11][CH2:10][CH:9]=[C:8]2[N:17]([C:18]2[CH:23]=[C:22]([Cl:24])[CH:21]=[C:20]([Cl:25])[CH:19]=2)[C:15](=[O:16])[NH:14]3)=[CH:4][CH:3]=1, predict the reactants needed to synthesize it. The reactants are: [Br:1][C:2]1[CH:27]=[CH:26][C:5]([CH2:6][C:7]2([NH:14][C:15]([NH:17][C:18]3[CH:23]=[C:22]([Cl:24])[CH:21]=[C:20]([Cl:25])[CH:19]=3)=[O:16])[CH2:12][CH2:11][CH2:10][CH2:9][C:8]2=O)=[CH:4][CH:3]=1.C([O-])([O-])=O.[K+].[K+]. (5) Given the product [F:18][C:15]1[CH:16]=[C:17]2[C:12](=[CH:13][CH:14]=1)[O:11][CH2:10][CH2:9][C:8]2([C:6]([OH:7])=[O:5])[OH:19], predict the reactants needed to synthesize it. The reactants are: O[Li].O.C[O:5][C:6]([C:8]1([OH:19])[C:17]2[C:12](=[CH:13][CH:14]=[C:15]([F:18])[CH:16]=2)[O:11][CH2:10][CH2:9]1)=[O:7]. (6) Given the product [N:1]1([CH2:6][C:7]2[CH:12]=[CH:11][C:10]([CH2:13][CH2:14][NH:15][C:30]([C:27]3[CH:28]=[CH:29][C:24]([C:18]4[CH:19]=[CH:20][C:21]([Cl:23])=[CH:22][C:17]=4[Cl:16])=[CH:25][CH:26]=3)=[O:31])=[CH:9][CH:8]=2)[CH2:5][CH2:4][CH2:3][CH2:2]1, predict the reactants needed to synthesize it. The reactants are: [N:1]1([CH2:6][C:7]2[CH:12]=[CH:11][C:10]([CH2:13][CH2:14][NH2:15])=[CH:9][CH:8]=2)[CH2:5][CH2:4][CH2:3][CH2:2]1.[Cl:16][C:17]1[CH:22]=[C:21]([Cl:23])[CH:20]=[CH:19][C:18]=1[C:24]1[CH:29]=[CH:28][C:27]([C:30](O)=[O:31])=[CH:26][CH:25]=1. (7) Given the product [F:23][C:20]1[CH:21]=[CH:22][C:17]([N:14]2[CH2:15][CH2:16][N:11]([S:8]([C:4]3[CH:5]=[CH:6][CH:7]=[C:2]([N:37]4[CH:41]=[CH:40][N:39]=[CH:38]4)[CH:3]=3)(=[O:10])=[O:9])[C@H:12]([CH3:28])[CH2:13]2)=[C:18]([C:24]([F:27])([F:26])[F:25])[CH:19]=1, predict the reactants needed to synthesize it. The reactants are: Br[C:2]1[CH:3]=[C:4]([S:8]([N:11]2[CH2:16][CH2:15][N:14]([C:17]3[CH:22]=[CH:21][C:20]([F:23])=[CH:19][C:18]=3[C:24]([F:27])([F:26])[F:25])[CH2:13][C@H:12]2[CH3:28])(=[O:10])=[O:9])[CH:5]=[CH:6][CH:7]=1.[O-]P([O-])([O-])=O.[K+].[K+].[K+].[NH:37]1[CH:41]=[CH:40][N:39]=[CH:38]1. (8) Given the product [CH3:9][C:6]1([CH3:8])[CH2:7][C:2]([CH3:22])([CH3:1])[CH2:3][CH:4]([C:10]2[CH:15]=[CH:14][CH:13]=[CH:12][C:11]=2[N:16]2[CH2:17][CH2:18][N:19]([CH2:24][CH:25]([OH:23])[CH2:26][CH2:27][CH2:28][CH3:29])[CH2:20][CH2:21]2)[CH2:5]1, predict the reactants needed to synthesize it. The reactants are: [CH3:1][C:2]1([CH3:22])[CH2:7][C:6]([CH3:9])([CH3:8])[CH2:5][CH:4]([C:10]2[CH:15]=[CH:14][CH:13]=[CH:12][C:11]=2[N:16]2[CH2:21][CH2:20][NH:19][CH2:18][CH2:17]2)[CH2:3]1.[O:23]1[CH:25]([CH2:26][CH2:27][CH2:28][CH3:29])[CH2:24]1. (9) Given the product [C:29]1([C:32]2[CH:33]=[CH:34][CH:35]=[CH:36][CH:37]=2)[CH:30]=[CH:31][C:26]([S:23]([N:22]2[CH2:21][CH2:20][S:19][CH:18]2[C:16]([NH:15][CH:8]([C:9]2[CH:14]=[CH:13][CH:12]=[CH:11][CH:10]=2)[CH2:7][CH2:6][N:39]([CH3:40])[CH3:38])=[O:17])(=[O:25])=[O:24])=[CH:27][CH:28]=1, predict the reactants needed to synthesize it. The reactants are: CS(O[CH2:6][CH2:7][C@H:8]([NH:15][C:16]([C@H:18]1[N:22]([S:23]([C:26]2[CH:31]=[CH:30][C:29]([C:32]3[CH:37]=[CH:36][CH:35]=[CH:34][CH:33]=3)=[CH:28][CH:27]=2)(=[O:25])=[O:24])[CH2:21][CH2:20][S:19]1)=[O:17])[C:9]1[CH:14]=[CH:13][CH:12]=[CH:11][CH:10]=1)(=O)=O.[CH3:38][NH:39][CH3:40]. (10) Given the product [Cl:4][C:5]1[CH:6]=[N:7][C:8]2[NH:9][C:10]3[CH:11]=[N:12][CH:13]=[C:14]([CH:27]=3)[CH2:15][CH2:16][C:17]3[CH:25]=[C:21]([NH:22][C:23]=1[N:24]=2)[CH:20]=[CH:19][C:18]=3[I:32], predict the reactants needed to synthesize it. The reactants are: Cl.Cl.Cl.[Cl:4][C:5]1[CH:6]=[N:7][C:8]2[NH:9][C:10]3[CH:11]=[N:12][CH:13]=[C:14]([CH:27]=3)[CH2:15][CH2:16][C:17]3[CH:25]=[C:21]([NH:22][C:23]=1[N:24]=2)[CH:20]=[CH:19][C:18]=3N.N([O-])=O.[Na+].[I-:32].[K+].[Cu](C#N)C#N.